From a dataset of Catalyst prediction with 721,799 reactions and 888 catalyst types from USPTO. Predict which catalyst facilitates the given reaction. (1) Reactant: [CH3:1][CH:2]([CH3:27])[C@H:3]([NH:22][C:23](=[O:26])[O:24][CH3:25])[C:4]([N:6]1[CH2:10][CH2:9][CH2:8][C@H:7]1[C:11]1[NH:12][CH:13]=[C:14]([C:16]#[C:17][Si](C)(C)C)[N:15]=1)=[O:5].CCCC[N+](CCCC)(CCCC)CCCC.[F-].C1COCC1. Product: [C:16]([C:14]1[N:15]=[C:11]([C@@H:7]2[CH2:8][CH2:9][CH2:10][N:6]2[C:4]([C@@H:3]([NH:22][C:23](=[O:26])[O:24][CH3:25])[CH:2]([CH3:27])[CH3:1])=[O:5])[NH:12][CH:13]=1)#[CH:17]. The catalyst class is: 1. (2) Reactant: Br.Br[CH2:3][C:4]1[CH:5]=[N:6][CH:7]=[CH:8][CH:9]=1.[OH:10][C:11]1[CH:16]=[CH:15][C:14]([CH2:17][CH2:18][CH:19]([CH2:24][CH2:25][CH2:26][C:27]2[CH:32]=[CH:31][CH:30]=[CH:29][CH:28]=2)[C:20]([O:22][CH3:23])=[O:21])=[CH:13][CH:12]=1.C([O-])([O-])=O.[Cs+].[Cs+].Cl. Product: [N:6]1[CH:7]=[CH:8][CH:9]=[C:4]([CH2:3][O:10][C:11]2[CH:12]=[CH:13][C:14]([CH2:17][CH2:18][CH:19]([CH2:24][CH2:25][CH2:26][C:27]3[CH:28]=[CH:29][CH:30]=[CH:31][CH:32]=3)[C:20]([O:22][CH3:23])=[O:21])=[CH:15][CH:16]=2)[CH:5]=1. The catalyst class is: 18.